Dataset: Catalyst prediction with 721,799 reactions and 888 catalyst types from USPTO. Task: Predict which catalyst facilitates the given reaction. (1) Reactant: [F:1][C:2]([F:8])([F:7])[C@H:3]([NH2:6])[CH2:4][CH3:5].[Br:9][C:10]1[CH:15]=[CH:14][C:13]([S:16](Cl)(=[O:18])=[O:17])=[C:12]([F:20])[C:11]=1[CH:21]([F:23])[F:22].Cl. Product: [Br:9][C:10]1[CH:15]=[CH:14][C:13]([S:16]([NH:6][C@H:3]([CH2:4][CH3:5])[C:2]([F:8])([F:7])[F:1])(=[O:18])=[O:17])=[C:12]([F:20])[C:11]=1[CH:21]([F:22])[F:23]. The catalyst class is: 17. (2) Reactant: [BH4-].[Na+].[C:3]([OH:9])([C:5]([F:8])([F:7])[F:6])=[O:4].[CH3:10][N:11]([CH3:29])[C:12]1[CH:28]=[CH:27][C:15]([C:16]([N:18]2[CH:23]3[CH2:24][CH2:25][CH:19]2[CH2:20][C:21](=O)[CH2:22]3)=[O:17])=[CH:14][CH:13]=1. Product: [CH3:10][N:11]([CH3:29])[C:12]1[CH:13]=[CH:14][C:15]([C:16]([N:18]2[CH:23]3[CH2:24][CH2:25][CH:19]2[CH2:20][CH:21]([O:4][C:3](=[O:9])[C:5]([F:8])([F:7])[F:6])[CH2:22]3)=[O:17])=[CH:27][CH:28]=1. The catalyst class is: 2. (3) Reactant: [Cl:1][C:2]1[CH:3]=[CH:4][C:5]([OH:12])=[C:6]([C:8](=[O:11])[CH2:9][CH3:10])[CH:7]=1.CN(C1C=CC=CN=1)C.C(N(CC)CC)C.[F:29][C:30]([F:43])([F:42])[S:31](O[S:31]([C:30]([F:43])([F:42])[F:29])(=[O:33])=[O:32])(=[O:33])=[O:32]. Product: [F:29][C:30]([F:43])([F:42])[S:31]([O:12][C:5]1[CH:4]=[CH:3][C:2]([Cl:1])=[CH:7][C:6]=1[C:8](=[O:11])[CH2:9][CH3:10])(=[O:33])=[O:32]. The catalyst class is: 781. (4) Reactant: C([O:8][C:9]([C:11]1[C:12]([CH:24]2[CH2:26][CH2:25]2)=[N:13][N:14]2[C:19]([O:20][CH3:21])=[CH:18][CH:17]=[C:16]([CH2:22][OH:23])[C:15]=12)=[O:10])C1C=CC=CC=1.[OH-].[K+].O. Product: [CH:24]1([C:12]2[C:11]([C:9]([OH:10])=[O:8])=[C:15]3[C:16]([CH2:22][OH:23])=[CH:17][CH:18]=[C:19]([O:20][CH3:21])[N:14]3[N:13]=2)[CH2:26][CH2:25]1. The catalyst class is: 8. (5) Reactant: C(N1CCC[C@H]1C#N)(OC(C)(C)C)=O.FC(F)(F)C(O)=O.N1CCC[C@H]1C(N)=O.[C:30]([C@@H:33]1[CH2:37][CH2:36][CH2:35][NH:34]1)(=[O:32])[CH3:31].[C:38]([OH:49])(=[O:48])[C:39]1[CH:47]=[CH:46][CH:45]=[C:41]([C:42]([OH:44])=[O:43])[CH:40]=1.FC(F)(F)C(O)=O.C([C@@H]1CCCN1)#N. Product: [C:30]([C@@H:33]1[CH2:37][CH2:36][CH2:35][NH:34]1)(=[O:32])[CH3:31].[C:38]([OH:49])(=[O:48])[C:39]1[CH:47]=[CH:46][CH:45]=[C:41]([C:42]([OH:44])=[O:43])[CH:40]=1. The catalyst class is: 4. (6) Reactant: [CH3:1][O:2][C:3]1[CH:10]=[CH:9][C:6]([CH:7]=O)=[CH:5][CH:4]=1.[NH2:11][CH2:12][CH2:13][NH:14][C:15]([O:17][C:18]([CH3:21])([CH3:20])[CH3:19])=[O:16].C(O[BH-](OC(=O)C)OC(=O)C)(=O)C.[Na+].S([O-])([O-])(=O)=O.[Mg+2]. Product: [C:18]([O:17][C:15]([NH:14][CH2:13][CH2:12][NH:11][CH2:7][C:6]1[CH:9]=[CH:10][C:3]([O:2][CH3:1])=[CH:4][CH:5]=1)=[O:16])([CH3:21])([CH3:20])[CH3:19]. The catalyst class is: 26.